Dataset: Forward reaction prediction with 1.9M reactions from USPTO patents (1976-2016). Task: Predict the product of the given reaction. (1) The product is: [C:28]1([C:19]2[CH:20]=[CH:21][CH:22]=[CH:23][CH:24]=2)[CH:29]=[CH:30][C:31]([C:6]([N:8]2[CH2:12][C:11](=[N:13][O:14][CH3:15])[CH2:10][C@H:9]2[C:16]([NH:34][C@@H:35]2[CH2:40][CH2:39][CH2:38][CH2:37][C@@H:36]2[CH2:41][OH:42])=[O:18])=[O:7])=[CH:32][CH:33]=1. Given the reactants C(O[C:6]([N:8]1[CH2:12][C:11](=[N:13][O:14][CH3:15])[CH2:10][C@H:9]1[C:16]([OH:18])=O)=[O:7])(C)(C)C.[C:19]1([C:28]2[CH:33]=[CH:32][CH:31]=[CH:30][CH:29]=2)[CH:24]=[CH:23][C:22](C(Cl)=O)=[CH:21][CH:20]=1.[NH2:34][C@@H:35]1[CH2:40][CH2:39][CH2:38][CH2:37][C@@H:36]1[CH2:41][OH:42], predict the reaction product. (2) Given the reactants [OH:1][C@H:2]1[C@@H:11]([O:12][CH2:13][CH2:14][O:15][CH3:16])[C:10]2[CH:9]=[CH:8][N:7]3[C:17]([CH3:21])=[C:18]([CH3:20])[N:19]=[C:6]3[C:5]=2[NH:4][C@@H:3]1[C:22]1[CH:27]=[CH:26][CH:25]=[CH:24][CH:23]=1.[C:28](Cl)(=[O:35])[C:29]1[CH:34]=[CH:33][CH:32]=[CH:31][CH:30]=1, predict the reaction product. The product is: [C:28]([O:1][C@H:2]1[C@@H:11]([O:12][CH2:13][CH2:14][O:15][CH3:16])[C:10]2[CH:9]=[CH:8][N:7]3[C:17]([CH3:21])=[C:18]([CH3:20])[N:19]=[C:6]3[C:5]=2[NH:4][C@@H:3]1[C:22]1[CH:23]=[CH:24][CH:25]=[CH:26][CH:27]=1)(=[O:35])[C:29]1[CH:34]=[CH:33][CH:32]=[CH:31][CH:30]=1. (3) Given the reactants CC(OC(/N=N/C(OC(C)C)=O)=O)C.[OH:15][C:16]1[CH:17]=[C:18]([CH:23]=[C:24]([O:26][CH2:27][C:28]2[CH:33]=[CH:32][CH:31]=[CH:30][CH:29]=2)[CH:25]=1)[C:19]([O:21][CH3:22])=[O:20].[CH3:34][O:35][CH2:36][C@@H:37](O)[CH3:38].C1(P(C2C=CC=CC=2)C2C=CC=CC=2)C=CC=CC=1, predict the reaction product. The product is: [CH2:27]([O:26][C:24]1[CH:23]=[C:18]([CH:17]=[C:16]([O:15][C@H:37]([CH3:38])[CH2:36][O:35][CH3:34])[CH:25]=1)[C:19]([O:21][CH3:22])=[O:20])[C:28]1[CH:33]=[CH:32][CH:31]=[CH:30][CH:29]=1. (4) Given the reactants [C:1]([C:3]1[CH:8]=[CH:7][C:6]([CH:9]2[N:13]3[C:14]([CH:17]=[O:18])=[CH:15][N:16]=[C:12]3[CH2:11][CH2:10]2)=[CH:5][C:4]=1[F:19])#[N:2].CC(=CC)C.Cl([O-])=[O:26].[Na+].O.P([O-])(O)(O)=O.[Na+], predict the reaction product. The product is: [C:1]([C:3]1[CH:8]=[CH:7][C:6]([CH:9]2[N:13]3[C:14]([C:17]([OH:26])=[O:18])=[CH:15][N:16]=[C:12]3[CH2:11][CH2:10]2)=[CH:5][C:4]=1[F:19])#[N:2]. (5) Given the reactants [CH3:1][NH2:2].[Cl:3][C:4]1[CH:23]=[CH:22][C:21]([CH2:24][CH2:25][CH2:26]OS(C)(=O)=O)=[CH:20][C:5]=1[C:6]([NH:8][CH2:9][C:10]12[CH2:19][CH:14]3[CH2:15][CH:16]([CH2:18][CH:12]([CH2:13]3)[CH2:11]1)[CH2:17]2)=[O:7].[C:32]([O:35]CC)(=[O:34])[CH3:33], predict the reaction product. The product is: [C:32]([OH:35])(=[O:34])[CH3:33].[Cl:3][C:4]1[CH:23]=[CH:22][C:21]([CH2:24][CH2:25][CH2:26][NH:2][CH3:1])=[CH:20][C:5]=1[C:6]([NH:8][CH2:9][C:10]12[CH2:19][CH:14]3[CH2:13][CH:12]([CH2:18][CH:16]([CH2:15]3)[CH2:17]1)[CH2:11]2)=[O:7]. (6) Given the reactants [F:1][C:2]([F:13])([F:12])[C:3]1[CH:4]=[CH:5][C:6]2[S:10][CH:9]=[N:8][C:7]=2[CH:11]=1.C([Li])CCC.[CH3:19][C:20]([CH3:24])([CH3:23])[CH:21]=[O:22].O, predict the reaction product. The product is: [CH3:19][C:20]([CH3:24])([CH3:23])[CH:21]([C:9]1[S:10][C:6]2[CH:5]=[CH:4][C:3]([C:2]([F:1])([F:12])[F:13])=[CH:11][C:7]=2[N:8]=1)[OH:22].